Dataset: Retrosynthesis with 50K atom-mapped reactions and 10 reaction types from USPTO. Task: Predict the reactants needed to synthesize the given product. (1) Given the product CCCCCCOC(=O)Nc1cc(C[C@H]2C(=O)N(C(=O)N[C@H](C)c3ccccc3)[C@@H]2C(=O)OCC)ccn1, predict the reactants needed to synthesize it. The reactants are: CCCCCCOC(=O)Cl.CCOC(=O)[C@@H]1[C@@H](Cc2ccnc(N)c2)C(=O)N1C(=O)N[C@H](C)c1ccccc1. (2) Given the product CC(C)(C)[Si](C)(C)O[C@H]1CCC[C@@H](c2cnc(N)cn2)C1, predict the reactants needed to synthesize it. The reactants are: CC(C)(C)[Si](C)(C)OC1C=C(c2cnc(N)cn2)CCC1. (3) Given the product Fc1cccc(COc2ccc(Nc3ncnc4ccc(Br)cc34)cc2Cl)c1, predict the reactants needed to synthesize it. The reactants are: Clc1ncnc2ccc(Br)cc12.Nc1ccc(OCc2cccc(F)c2)c(Cl)c1. (4) Given the product COc1cc2ncnc(N3CCC(n4c(=O)c5cc([N+](=O)[O-])ccc5n(Cc5c(Cl)cccc5Cl)c4=O)CC3)c2cc1OC, predict the reactants needed to synthesize it. The reactants are: COc1cc2ncnc(N3CCC(n4c(=O)[nH]c5ccc([N+](=O)[O-])cc5c4=O)CC3)c2cc1OC.Clc1cccc(Cl)c1CBr. (5) Given the product Cc1c(Cl)cccc1S(=O)(=O)Nc1nc(CCn2ccnc2)cs1, predict the reactants needed to synthesize it. The reactants are: Cc1c(Cl)cccc1S(=O)(=O)Nc1nc(CCOS(C)(=O)=O)cs1.c1c[nH]cn1. (6) Given the product CCCC(C)C(=O)NC(=S)Nc1ccc(Oc2ncnc3cc(OC)c(OC)cc23)cc1, predict the reactants needed to synthesize it. The reactants are: CCCC(C)C(=O)N=C=S.COc1cc2ncnc(Oc3ccc(N)cc3)c2cc1OC. (7) The reactants are: CCN(C(=O)OC(C)(C)C)c1cccc(OCc2ccccc2)c1[N+](=O)[O-]. Given the product CCNc1cccc(OCc2ccccc2)c1[N+](=O)[O-], predict the reactants needed to synthesize it.